The task is: Predict which catalyst facilitates the given reaction.. This data is from Catalyst prediction with 721,799 reactions and 888 catalyst types from USPTO. (1) Reactant: [Cl:1][C:2]1[CH:3]=[CH:4][C:5]([CH3:24])=[C:6]([N:8]2[CH:12]=[C:11](B3OC(C)(C)C(C)(C)O3)[CH:10]=[C:9]2[C:22]#[N:23])[CH:7]=1.I[C:26]1[N:31]=[CH:30][N:29]=[C:28]([NH2:32])[CH:27]=1.C([O-])([O-])=O.[Na+].[Na+]. Product: [NH2:32][C:28]1[N:29]=[CH:30][N:31]=[C:26]([C:11]2[CH:10]=[C:9]([C:22]#[N:23])[N:8]([C:6]3[CH:7]=[C:2]([Cl:1])[CH:3]=[CH:4][C:5]=3[CH3:24])[CH:12]=2)[CH:27]=1. The catalyst class is: 294. (2) Reactant: [O:1]=[C:2]1[CH:7]=[C:6]([O:8][CH2:9][C:10]2[N:11]=[N:12][C:13]([C:16]([F:19])([F:18])[F:17])=[CH:14][CH:15]=2)[CH:5]=[CH:4][N:3]1[C:20]1[CH:25]=[CH:24][C:23]2[C:26]3[CH2:27][N:28](C(OC(C)(C)C)=O)[CH2:29][CH2:30][C:31]=3[O:32][C:22]=2[CH:21]=1.Cl. Product: [CH2:27]1[C:26]2[C:23]3[CH:24]=[CH:25][C:20]([N:3]4[CH:4]=[CH:5][C:6]([O:8][CH2:9][C:10]5[N:11]=[N:12][C:13]([C:16]([F:18])([F:17])[F:19])=[CH:14][CH:15]=5)=[CH:7][C:2]4=[O:1])=[CH:21][C:22]=3[O:32][C:31]=2[CH2:30][CH2:29][NH:28]1. The catalyst class is: 275. (3) Reactant: [Cl:1][C:2]1[N:7]=[C:6](Cl)[CH:5]=[C:4]([C:9]2[CH:14]=[CH:13][C:12]([F:15])=[CH:11][CH:10]=2)[N:3]=1.[Br:16][C:17]1[CH:18]=[C:19]([CH3:30])[C:20]([N:23]2[CH2:28][CH2:27][NH:26][C@H:25]([CH3:29])[CH2:24]2)=[N:21][CH:22]=1.C([O-])([O-])=O.[K+].[K+]. Product: [Br:16][C:17]1[CH:18]=[C:19]([CH3:30])[C:20]([N:23]2[CH2:28][CH2:27][N:26]([C:6]3[CH:5]=[C:4]([C:9]4[CH:14]=[CH:13][C:12]([F:15])=[CH:11][CH:10]=4)[N:3]=[C:2]([Cl:1])[N:7]=3)[C@H:25]([CH3:29])[CH2:24]2)=[N:21][CH:22]=1. The catalyst class is: 44. (4) Reactant: Br[CH2:2][C:3]([CH2:5]Br)=[O:4].[Cl:7][C:8]1[CH:16]=[CH:15][CH:14]=[C:13]([Cl:17])[C:9]=1[C:10](O)=[O:11].[F-].[K+]. Product: [Cl:7][C:8]1[CH:16]=[CH:15][CH:14]=[C:13]([Cl:17])[C:9]=1[CH2:10][O:11][CH2:2][C:3]([CH2:5][O:11][CH2:10][C:9]1[C:8]([Cl:7])=[CH:16][CH:15]=[CH:14][C:13]=1[Cl:17])=[O:4]. The catalyst class is: 9. (5) Reactant: [H-].[Na+].C[N:4](C=O)C.[CH2:8]([O:10][C:11]([C:13]1[NH:14][C:15]([C:18]([O:20][CH2:21][CH3:22])=[O:19])=[CH:16][CH:17]=1)=[O:12])[CH3:9].[N+](C1C=C([N+]([O-])=O)C=CC=1ON)([O-])=O. Product: [CH2:8]([O:10][C:11]([C:13]1[N:14]([NH2:4])[C:15]([C:18]([O:20][CH2:21][CH3:22])=[O:19])=[CH:16][CH:17]=1)=[O:12])[CH3:9]. The catalyst class is: 6. (6) Reactant: [Cl:1][C:2]1[C:3]([C:9]2[CH:14]=[CH:13][CH:12]=[C:11]([NH:15][CH2:16][C:17]3([C:23]#[N:24])[CH2:22][CH2:21][O:20][CH2:19][CH2:18]3)[N:10]=2)=[CH:4][C:5](F)=[N:6][CH:7]=1.C(=O)([O-])[O-].[K+].[K+].[NH2:31][C@H:32]1[CH2:37][CH2:36][C@H:35]([NH:38][CH2:39][C:40]([CH3:46])([OH:45])[C:41]([F:44])([F:43])[F:42])[CH2:34][CH2:33]1. Product: [Cl:1][C:2]1[C:3]([C:9]2[CH:14]=[CH:13][CH:12]=[C:11]([NH:15][CH2:16][C:17]3([C:23]#[N:24])[CH2:22][CH2:21][O:20][CH2:19][CH2:18]3)[N:10]=2)=[CH:4][C:5]([NH:31][C@H:32]2[CH2:33][CH2:34][C@H:35]([NH:38][CH2:39][C:40]([OH:45])([CH3:46])[C:41]([F:43])([F:44])[F:42])[CH2:36][CH2:37]2)=[N:6][CH:7]=1. The catalyst class is: 829. (7) Reactant: I[C:2]1[CH:7]=[CH:6][C:5]([S:8]([F:13])([F:12])([F:11])([F:10])[F:9])=[CH:4][CH:3]=1.[CH3:14]N(C)P(N(C)C)(N(C)C)=O.[C]=O.[OH2:27]. Product: [CH:7]1[C:2]([CH:14]=[O:27])=[CH:3][CH:4]=[C:5]([S:8]([F:13])([F:12])([F:11])([F:10])[F:9])[CH:6]=1. The catalyst class is: 790. (8) Reactant: COCCOC.[CH:7]1([CH:10]([C:21](=[O:23])[CH3:22])[C:11]([O:13]CC2C=CC=CC=2)=O)[CH2:9][CH2:8]1.[CH2:24]([NH2:32])[CH2:25][C:26]1[CH:31]=[CH:30][CH:29]=[CH:28][CH:27]=1. Product: [CH:7]1([CH:10]([C:21](=[O:23])[CH3:22])[C:11]([NH:32][CH2:24][CH2:25][C:26]2[CH:31]=[CH:30][CH:29]=[CH:28][CH:27]=2)=[O:13])[CH2:8][CH2:9]1. The catalyst class is: 8.